This data is from Forward reaction prediction with 1.9M reactions from USPTO patents (1976-2016). The task is: Predict the product of the given reaction. (1) Given the reactants [C:1]([O:5][C:6](=[O:44])[N:7]([CH:27]1[CH2:30][N:29](C(C2C=CC=CC=2)C2C=CC=CC=2)[CH2:28]1)[CH2:8][C@H:9]([OH:26])[CH2:10][O:11][C:12]1[CH:17]=[CH:16][C:15]([O:18]CC2C=CC=CC=2)=[CH:14][CH:13]=1)([CH3:4])([CH3:3])[CH3:2].C([O-])=O.[NH4+], predict the reaction product. The product is: [C:1]([O:5][C:6](=[O:44])[N:7]([CH:27]1[CH2:30][NH:29][CH2:28]1)[CH2:8][C@H:9]([OH:26])[CH2:10][O:11][C:12]1[CH:17]=[CH:16][C:15]([OH:18])=[CH:14][CH:13]=1)([CH3:4])([CH3:2])[CH3:3]. (2) Given the reactants [S:1]1[C:5]2[CH:6]=[CH:7][CH:8]=[CH:9][C:4]=2[N:3]=[CH:2]1.[Li]CCCC.[C:15]([O:19][C:20](=[O:34])[NH:21][C@H:22]1[CH2:27][CH2:26][C@H:25]([C:28](=[O:33])N(OC)C)[CH2:24][CH2:23]1)([CH3:18])([CH3:17])[CH3:16].O, predict the reaction product. The product is: [C:15]([O:19][C:20](=[O:34])[NH:21][CH:22]1[CH2:23][CH2:24][CH:25]([C:28]([C:2]2[S:1][C:5]3[CH:6]=[CH:7][CH:8]=[CH:9][C:4]=3[N:3]=2)=[O:33])[CH2:26][CH2:27]1)([CH3:18])([CH3:16])[CH3:17]. (3) Given the reactants C(OC([NH:8][C:9]1[O:10][C:11]([CH3:22])=[C:12](OS(C(F)(F)F)(=O)=O)[N:13]=1)=O)(C)(C)C.[C:23]1(B(O)O)[C:32]2[C:27](=[CH:28][CH:29]=[CH:30][CH:31]=2)[CH:26]=[CH:25][CH:24]=1.C([O-])(=O)C.[K+], predict the reaction product. The product is: [CH3:22][C:11]1[O:10][C:9]([NH2:8])=[N:13][C:12]=1[C:31]1[C:32]2[C:27](=[CH:26][CH:25]=[CH:24][CH:23]=2)[CH:28]=[CH:29][CH:30]=1. (4) Given the reactants C([O:3][C:4]([C:6]1[CH:10]=[C:9]([C:11]2[N:15]3[C:16]4[C:21]([N:22]=[C:23]([NH:24][CH2:25][CH2:26][CH2:27][OH:28])[C:14]3=[N:13][CH:12]=2)=[CH:20][C:19]([C:29]([F:32])([F:31])[F:30])=[CH:18][CH:17]=4)[NH:8][N:7]=1)=O)C.[CH3:33][NH2:34], predict the reaction product. The product is: [OH:28][CH2:27][CH2:26][CH2:25][NH:24][C:23]1[C:14]2[N:15]([C:11]([C:9]3[NH:8][N:7]=[C:6]([C:4]([NH:34][CH3:33])=[O:3])[CH:10]=3)=[CH:12][N:13]=2)[C:16]2[C:21]([N:22]=1)=[CH:20][C:19]([C:29]([F:32])([F:31])[F:30])=[CH:18][CH:17]=2. (5) Given the reactants [CH3:1][O:2][C:3](=[O:23])[C@H:4]([CH:20]([CH3:22])[CH3:21])[NH:5][C:6](=[O:19])[C@H:7]([CH:16]([CH3:18])[CH3:17])[NH:8]C(OC(C)(C)C)=O.[C:24]([OH:30])([C:26]([F:29])([F:28])[F:27])=[O:25].C(Cl)(Cl)Cl, predict the reaction product. The product is: [F:27][C:26]([F:29])([F:28])[C:24]([OH:30])=[O:25].[CH3:1][O:2][C:3](=[O:23])[C@H:4]([CH:20]([CH3:22])[CH3:21])[NH:5][C:6](=[O:19])[C@H:7]([CH:16]([CH3:17])[CH3:18])[NH2:8]. (6) Given the reactants [OH:1][C:2]1[CH:10]=[CH:9][C:8]2[N:7]3[CH2:11][CH2:12][CH:13]([CH2:14][C:15]([O:17]C(C)(C)C)=[O:16])[C:6]3=[CH:5][C:4]=2[CH:3]=1.[Cl:22][C:23]1[CH:28]=[C:27]([CH2:29]Cl)[CH:26]=[CH:25][C:24]=1[O:31][CH:32]([CH2:35][F:36])[CH2:33][F:34], predict the reaction product. The product is: [Cl:22][C:23]1[CH:28]=[C:27]([CH:26]=[CH:25][C:24]=1[O:31][CH:32]([CH2:35][F:36])[CH2:33][F:34])[CH2:29][O:1][C:2]1[CH:10]=[CH:9][C:8]2[N:7]3[CH2:11][CH2:12][CH:13]([CH2:14][C:15]([OH:17])=[O:16])[C:6]3=[CH:5][C:4]=2[CH:3]=1.